Dataset: Forward reaction prediction with 1.9M reactions from USPTO patents (1976-2016). Task: Predict the product of the given reaction. (1) Given the reactants C(OC([NH:11][C@H:12]1[CH2:17][CH2:16][N:15]([C:18]2[S:22][C:21]([CH3:23])=[C:20]([C:24]([O:26][CH3:27])=[O:25])[CH:19]=2)[CH2:14][C@H:13]1[O:28][CH3:29])=O)C1C=CC=CC=1.Br.C(O)(=O)C, predict the reaction product. The product is: [NH2:11][C@H:12]1[CH2:17][CH2:16][N:15]([C:18]2[S:22][C:21]([CH3:23])=[C:20]([C:24]([O:26][CH3:27])=[O:25])[CH:19]=2)[CH2:14][C@H:13]1[O:28][CH3:29]. (2) Given the reactants [CH3:1][O:2][C:3]1[CH:4]=[C:5]([CH:8]=[CH:9][C:10]=1[N:11]1[CH:15]=[N:14][C:13]([CH3:16])=[N:12]1)[C:6]#[N:7].[OH-].[Na+].Cl.N[N:21]1[CH2:26][CH2:25][CH2:24][CH:23]([C:27]2[CH:32]=[CH:31][CH:30]=[CH:29][C:28]=2[C:33]([F:36])([F:35])[F:34])[C:22]1=[O:37].CCN=C=NCCCN(C)C.C1C=CC2N([OH:58])N=NC=2C=1.C(N(C(C)C)C(C)C)C, predict the reaction product. The product is: [CH3:1][O:2][C:3]1[CH:4]=[C:5]([CH:8]=[CH:9][C:10]=1[N:11]1[CH:15]=[N:14][C:13]([CH3:16])=[N:12]1)[C:6]([NH:7][N:21]1[CH2:26][CH2:25][CH2:24][CH:23]([C:27]2[CH:32]=[CH:31][CH:30]=[CH:29][C:28]=2[C:33]([F:36])([F:35])[F:34])[C:22]1=[O:37])=[O:58]. (3) Given the reactants [N:1]1[C:10]2[C:5](=[CH:6][CH:7]=[CH:8][CH:9]=2)[C:4]([CH:11]=O)=[CH:3][CH:2]=1.[CH3:13][CH:14]([CH3:30])[C:15]([NH:17][C:18]1[CH:23]=[CH:22][CH:21]=[C:20]([CH:24]2[CH2:29][CH2:28][NH:27][CH2:26][CH2:25]2)[CH:19]=1)=[O:16], predict the reaction product. The product is: [CH3:13][CH:14]([CH3:30])[C:15]([NH:17][C:18]1[CH:23]=[CH:22][CH:21]=[C:20]([CH:24]2[CH2:29][CH2:28][N:27]([CH2:11][C:4]3[C:5]4[C:10](=[CH:9][CH:8]=[CH:7][CH:6]=4)[N:1]=[CH:2][CH:3]=3)[CH2:26][CH2:25]2)[CH:19]=1)=[O:16]. (4) Given the reactants [CH2:1]=[CH:2][CH:3]([OH:6])[CH2:4][OH:5].[CH3:7][C:8]([CH3:12])=[CH:9][CH:10]=O, predict the reaction product. The product is: [CH3:7][C:8]([CH3:12])=[CH:9][CH:10]1[O:6][CH:3]([CH:2]=[CH2:1])[CH2:4][O:5]1. (5) Given the reactants [H-].[Na+].C(O)CCC.[C:8]([CH:16]1[NH:21][CH2:20][C:19]2[S:22][CH:23]=[N:24][C:18]=2[CH:17]1[CH3:25])(=[O:15])C1C=CC=CC=1.C(OC([O:28][C:29]([CH3:32])([CH3:31])[CH3:30])=O)([O:28][C:29]([CH3:32])([CH3:31])[CH3:30])=O, predict the reaction product. The product is: [C:29]([O:28][C:8]([CH:16]1[NH:21][CH2:20][C:19]2[S:22][CH:23]=[N:24][C:18]=2[CH:17]1[CH3:25])=[O:15])([CH3:32])([CH3:31])[CH3:30]. (6) Given the reactants C(OC(=O)[NH:7][CH2:8][C:9]1[CH:14]=[C:13]([NH:15][CH:16]([C:29]2[CH:30]=[C:31]([O:39][CH3:40])[C:32]3[O:37][CH2:36][O:35][CH2:34][C:33]=3[CH:38]=2)[C:17]2[NH:21][C:20](=[O:22])[N:19]([C:23]3[N:28]=[CH:27][CH:26]=[CH:25][N:24]=3)[N:18]=2)[CH:12]=[CH:11][C:10]=1[C:41]#[N:42])(C)(C)C.ClCCl.C(O)(C(F)(F)F)=O, predict the reaction product. The product is: [NH:42]=[C:41]1[C:10]2[C:9](=[CH:14][C:13]([NH:15][CH:16]([C:29]3[CH:30]=[C:31]([O:39][CH3:40])[C:32]4[O:37][CH2:36][O:35][CH2:34][C:33]=4[CH:38]=3)[C:17]3[NH:21][C:20](=[O:22])[N:19]([C:23]4[N:24]=[CH:25][CH:26]=[CH:27][N:28]=4)[N:18]=3)=[CH:12][CH:11]=2)[CH2:8][NH:7]1. (7) Given the reactants [CH3:1][O:2][C:3]1[CH:4]=[C:5]([CH:9]=[CH:10][C:11]=1[O:12][CH3:13])[C:6]([OH:8])=O.CN(C(ON1N=NC2C=CC=NC1=2)=[N+](C)C)C.F[P-](F)(F)(F)(F)F.CCN(C(C)C)C(C)C.[NH2:47][CH2:48][CH:49]([C:51]1[CH:56]=[CH:55][N:54]=[C:53]([C:57]2[C:58]3[CH:65]=[CH:64][CH:63]=[C:62]([F:66])[C:59]=3[S:60][CH:61]=2)[N:52]=1)[OH:50].C([O-])(O)=O.[Na+], predict the reaction product. The product is: [F:66][C:62]1[C:59]2[S:60][CH:61]=[C:57]([C:53]3[N:52]=[C:51]([CH:49]([OH:50])[CH2:48][NH:47][C:6](=[O:8])[C:5]4[CH:9]=[CH:10][C:11]([O:12][CH3:13])=[C:3]([O:2][CH3:1])[CH:4]=4)[CH:56]=[CH:55][N:54]=3)[C:58]=2[CH:65]=[CH:64][CH:63]=1. (8) Given the reactants [F:1][C:2]1[CH:3]=[C:4]([CH:7]=[CH:8][C:9]=1[C:10]([F:13])([F:12])[F:11])[CH:5]=O.[CH3:14][C:15]([S@@:18]([NH2:20])=[O:19])([CH3:17])[CH3:16], predict the reaction product. The product is: [F:1][C:2]1[CH:3]=[C:4]([CH:7]=[CH:8][C:9]=1[C:10]([F:13])([F:12])[F:11])/[CH:5]=[N:20]/[S@:18]([C:15]([CH3:17])([CH3:16])[CH3:14])=[O:19].